Dataset: Full USPTO retrosynthesis dataset with 1.9M reactions from patents (1976-2016). Task: Predict the reactants needed to synthesize the given product. (1) Given the product [Cl:34][C:28]1[CH:29]=[CH:30][CH:31]=[C:32]([Cl:33])[C:27]=1[C:25]([NH:24][C@H:23]([C:35]([O:37][CH3:38])=[O:36])[CH2:22][C:21]1[CH:20]=[CH:19][C:18]([O:17][CH2:16][CH2:15][C:13]2[CH:12]=[CH:11][CH:10]=[C:9]([NH:8][CH2:41][CH2:42][O:43][CH3:44])[N:14]=2)=[CH:40][CH:39]=1)=[O:26], predict the reactants needed to synthesize it. The reactants are: C(OC([N:8]([CH2:41][CH2:42][O:43][CH3:44])[C:9]1[N:14]=[C:13]([CH2:15][CH2:16][O:17][C:18]2[CH:40]=[CH:39][C:21]([CH2:22][C@@H:23]([C:35]([O:37][CH3:38])=[O:36])[NH:24][C:25]([C:27]3[C:32]([Cl:33])=[CH:31][CH:30]=[CH:29][C:28]=3[Cl:34])=[O:26])=[CH:20][CH:19]=2)[CH:12]=[CH:11][CH:10]=1)=O)(C)(C)C.C(O)(C(F)(F)F)=O.N. (2) Given the product [NH2:1][C:2]1[C:3]2[N:4]([C:8]([N:12]3[CH2:17][CH2:16][CH2:15][CH:14]([C:18]([O:20][CH3:21])=[O:19])[CH2:13]3)=[N:9][C:10]=2[C:30]2[CH:48]=[CH:47][C:33]([C:34](=[O:35])[NH:36][C:37]3[CH:42]=[C:41]([C:43]([F:44])([F:45])[F:46])[CH:40]=[CH:39][N:38]=3)=[CH:32][CH:31]=2)[CH:5]=[CH:6][N:7]=1, predict the reactants needed to synthesize it. The reactants are: [NH2:1][C:2]1[C:3]2[N:4]([C:8]([N:12]3[CH2:17][CH2:16][CH2:15][CH:14]([C:18]([O:20][CH3:21])=[O:19])[CH2:13]3)=[N:9][C:10]=2Br)[CH:5]=[CH:6][N:7]=1.CC1(C)C(C)(C)OB([C:30]2[CH:48]=[CH:47][C:33]([C:34]([NH:36][C:37]3[CH:42]=[C:41]([C:43]([F:46])([F:45])[F:44])[CH:40]=[CH:39][N:38]=3)=[O:35])=[CH:32][CH:31]=2)O1.C([O-])([O-])=O.[K+].[K+]. (3) The reactants are: [C:1]([C:5]1[CH:10]=[CH:9][C:8]([C@@H:11]2OC(=O)[NH:13][C@H:12]2[CH3:17])=[CH:7][CH:6]=1)([CH3:4])([CH3:3])[CH3:2].C([O-])=O.[NH4+]. Given the product [C:1]([C:5]1[CH:6]=[CH:7][C:8]([CH2:11][C@@H:12]([NH2:13])[CH3:17])=[CH:9][CH:10]=1)([CH3:4])([CH3:2])[CH3:3], predict the reactants needed to synthesize it. (4) Given the product [CH2:7]([N:3]1[CH2:4][CH2:5][N:6]([CH2:7][CH2:8][C:9]2[CH:14]=[CH:13][CH:12]=[CH:11][CH:10]=2)[CH2:1][CH2:2]1)[CH2:8][C:9]1[CH:14]=[CH:13][CH:12]=[CH:11][CH:10]=1, predict the reactants needed to synthesize it. The reactants are: [CH2:1]1[NH:6][CH2:5][CH2:4][NH:3][CH2:2]1.[CH2:7](Br)[CH2:8][C:9]1[CH:14]=[CH:13][CH:12]=[CH:11][CH:10]=1.C([O-])([O-])=O.[K+].[K+]. (5) Given the product [Cl:20][C:21]1[CH:22]=[C:19]([CH:18]=[CH:5][C:6]([CH3:13])=[CH:7][C:8]([O:10][CH2:30][CH3:33])=[O:9])[CH:26]=[CH:27][C:28]=1[Cl:29], predict the reactants needed to synthesize it. The reactants are: [H-].[Na+].C([C:5]([CH2:18][CH3:19])(P(O)(O)=O)/[C:6](/[CH3:13])=[C:7](\CC)/[C:8]([O-:10])=[O:9])C.[Cl:20][C:21]1[CH:22]=C([CH:26]=[CH:27][C:28]=1[Cl:29])C=O.[CH2:30]([CH2:33]OC)OC. (6) Given the product [CH3:1][O:2][C:3]1[CH:8]=[CH:7][C:6]([C:9]2[C:18](=[O:19])[C:17]3[CH:16]=[CH:15][C:14]([O:20][C:27](=[O:32])[C:28]([CH3:31])([CH3:30])[CH3:29])=[CH:13][C:12]=3[O:11][CH:10]=2)=[CH:5][CH:4]=1, predict the reactants needed to synthesize it. The reactants are: [CH3:1][O:2][C:3]1[CH:4]=[CH:5][C:6]([C:9]2[C:18](=[O:19])[C:17]3[CH:16]=[CH:15][C:14]([OH:20])=[CH:13][C:12]=3[O:11][CH:10]=2)=[CH:7][CH:8]=1.C([O-])([O-])=O.[K+].[K+].[C:27](Cl)(=[O:32])[C:28]([CH3:31])([CH3:30])[CH3:29]. (7) The reactants are: [Cl:1][C:2]1[CH:3]=[N:4][N:5]([CH2:7][C:8]2[CH:13]=[CH:12][C:11]([CH2:14]O)=[CH:10][CH:9]=2)[CH:6]=1.P(Br)(Br)[Br:17]. Given the product [Br:17][CH2:14][C:11]1[CH:12]=[CH:13][C:8]([CH2:7][N:5]2[CH:6]=[C:2]([Cl:1])[CH:3]=[N:4]2)=[CH:9][CH:10]=1, predict the reactants needed to synthesize it. (8) Given the product [Br:1][C:2]1[CH:10]=[C:9]2[C:5](/[C:6](=[CH:17]/[C:13]3[NH:12][CH:16]=[CH:15][CH:14]=3)/[C:7](=[O:11])[NH:8]2)=[CH:4][CH:3]=1, predict the reactants needed to synthesize it. The reactants are: [Br:1][C:2]1[CH:10]=[C:9]2[C:5]([CH2:6][C:7](=[O:11])[NH:8]2)=[CH:4][CH:3]=1.[NH:12]1[CH:16]=[CH:15][CH:14]=[C:13]1[CH:17]=O.N1CCCCC1. (9) Given the product [CH3:2][O:3][C:4]1[CH:5]=[C:6]([CH:9]=[CH:10][C:11]=1[OH:12])[CH2:7][NH:8][C:17]1[C:16]2[N:20]=[CH:21][N:22]([C:15]=2[N:14]=[CH:13][N:18]=1)[C@@H:23]1[O:27][C@H:26]([CH2:28][OH:29])[C@@H:25]([OH:30])[C@H:24]1[OH:31], predict the reactants needed to synthesize it. The reactants are: Cl.[CH3:2][O:3][C:4]1[CH:5]=[C:6]([CH:9]=[CH:10][C:11]=1[OH:12])[CH2:7][NH2:8].[CH:13]1[N:18]=[C:17](Cl)[C:16]2[N:20]=[CH:21][N:22]([C@@H:23]3[O:27][C@H:26]([CH2:28][OH:29])[C@@H:25]([OH:30])[C@H:24]3[OH:31])[C:15]=2[N:14]=1.C(N(CC)C(C)C)(C)C.